Predict the product of the given reaction. From a dataset of Forward reaction prediction with 1.9M reactions from USPTO patents (1976-2016). (1) The product is: [NH:30]1[CH2:31][CH:28]([O:27][C:24]2[CH:25]=[CH:26][C:21]([NH:20][C:18]([C:17]3[NH:16][CH:15]=[N:14][C:13]=3[C:11]([NH:10][C:2]3[NH:1][C:5]4[CH:6]=[CH:7][CH:8]=[CH:9][C:4]=4[N:3]=3)=[O:12])=[O:19])=[C:22]([CH3:39])[CH:23]=2)[CH2:29]1. Given the reactants [NH:1]1[C:5]2[CH:6]=[CH:7][CH:8]=[CH:9][C:4]=2[N:3]=[C:2]1[NH:10][C:11]([C:13]1[N:14]=[CH:15][NH:16][C:17]=1[C:18]([NH:20][C:21]1[CH:26]=[CH:25][C:24]([O:27][CH:28]2[CH2:31][N:30](C(OC(C)(C)C)=O)[CH2:29]2)=[CH:23][C:22]=1[CH3:39])=[O:19])=[O:12].Cl, predict the reaction product. (2) Given the reactants [CH2:1]([O:3][C:4]([N:6]1[CH2:11][CH2:10][NH:9][CH2:8][CH2:7]1)=[O:5])[CH3:2].[Cl:12][CH2:13][C:14](Cl)=[O:15].CCN(C(C)C)C(C)C, predict the reaction product. The product is: [Cl:12][CH2:13][C:14]([N:9]1[CH2:8][CH2:7][N:6]([C:4]([O:3][CH2:1][CH3:2])=[O:5])[CH2:11][CH2:10]1)=[O:15]. (3) Given the reactants [CH2:1]([O:5][C:6]([N:8]1[CH2:13][CH2:12][N:11]([C:14](=[O:40])[C@@H:15]([NH:26][C:27]([C:29]2[CH:38]=[C:37]([OH:39])[C:36]3[C:31](=[CH:32][CH:33]=[CH:34][CH:35]=3)[N:30]=2)=[O:28])[CH2:16][CH2:17][O:18][CH2:19][C:20]2[CH:25]=[CH:24][CH:23]=[CH:22][CH:21]=2)[CH2:10][CH2:9]1)=[O:7])[CH2:2][CH2:3][CH3:4].C(=O)([O-])[O-].[Cs+].[Cs+].[C:47]([O:51][C:52](=[O:55])[CH2:53]Br)([CH3:50])([CH3:49])[CH3:48], predict the reaction product. The product is: [CH2:1]([O:5][C:6]([N:8]1[CH2:9][CH2:10][N:11]([C:14](=[O:40])[C@@H:15]([NH:26][C:27]([C:29]2[CH:38]=[C:37]([O:39][CH2:53][C:52]([O:51][C:47]([CH3:50])([CH3:49])[CH3:48])=[O:55])[C:36]3[C:31](=[CH:32][CH:33]=[CH:34][CH:35]=3)[N:30]=2)=[O:28])[CH2:16][CH2:17][O:18][CH2:19][C:20]2[CH:25]=[CH:24][CH:23]=[CH:22][CH:21]=2)[CH2:12][CH2:13]1)=[O:7])[CH2:2][CH2:3][CH3:4]. (4) Given the reactants Br[C:2]1[C:3]2[N:18]=[C:17]([C:19]3[C:24]([F:25])=[CH:23][CH:22]=[CH:21][C:20]=3[Cl:26])[S:16][C:4]=2[C:5]([NH:8][C:9]2[CH:14]=[C:13]([CH3:15])[N:12]=[CH:11][N:10]=2)=[N:6][CH:7]=1.[CH3:27][N:28](CCN(C)C)C, predict the reaction product. The product is: [Cl:26][C:20]1[CH:21]=[CH:22][CH:23]=[C:24]([F:25])[C:19]=1[C:17]1[S:16][C:4]2[C:5]([NH:8][C:9]3[CH:14]=[C:13]([CH3:15])[N:12]=[CH:11][N:10]=3)=[N:6][CH:7]=[C:2]([C:27]#[N:28])[C:3]=2[N:18]=1. (5) Given the reactants C(OC(=O)[N:7]([C:28]1[CH:33]=[CH:32][C:31]([CH:34]=[CH:35][CH2:36][CH2:37][N:38]2[CH:42]=[CH:41][N:40]=[N:39]2)=[CH:30][CH:29]=1)[CH2:8][C:9]1[N:10]=[C:11]([CH:14]=[CH:15][C:16]2[CH:21]=[CH:20][C:19]([S:22]([C:24]([F:27])([F:26])[F:25])=[O:23])=[CH:18][CH:17]=2)[O:12][CH:13]=1)(C)(C)C.O.C(=O)([O-])[O-].[Na+].[Na+], predict the reaction product. The product is: [N:38]1([CH2:37][CH2:36][CH:35]=[CH:34][C:31]2[CH:32]=[CH:33][C:28]([NH:7][CH2:8][C:9]3[N:10]=[C:11]([CH:14]=[CH:15][C:16]4[CH:17]=[CH:18][C:19]([S:22]([C:24]([F:26])([F:27])[F:25])=[O:23])=[CH:20][CH:21]=4)[O:12][CH:13]=3)=[CH:29][CH:30]=2)[CH:42]=[CH:41][N:40]=[N:39]1. (6) Given the reactants C([O:5][C:6](=[O:38])[CH2:7][N:8]1[C:17](=[O:18])[C:16]2[C:11](=[CH:12][CH:13]=[C:14]([N:19]3[CH2:25][C:24]([CH3:27])([CH3:26])[CH2:23][NH:22][CH:21]([CH3:28])[CH2:20]3)[CH:15]=2)[N:10]=[C:9]1[C:29]1[CH:34]=[CH:33][C:32]([F:35])=[C:31]([O:36][CH3:37])[CH:30]=1)(C)(C)C.C(O)(C(F)(F)F)=O, predict the reaction product. The product is: [F:35][C:32]1[CH:33]=[CH:34][C:29]([C:9]2[N:8]([CH2:7][C:6]([OH:38])=[O:5])[C:17](=[O:18])[C:16]3[C:11](=[CH:12][CH:13]=[C:14]([N:19]4[CH2:25][C:24]([CH3:27])([CH3:26])[CH2:23][NH:22][CH:21]([CH3:28])[CH2:20]4)[CH:15]=3)[N:10]=2)=[CH:30][C:31]=1[O:36][CH3:37]. (7) The product is: [OH:1][CH2:2][C@@H:3]1[CH2:7][CH2:6][CH2:5][N:4]1[C:8]1[N:13]=[C:12]([NH:14][CH2:15][C:16]2[CH:21]=[CH:20][C:19]([O:22][CH3:23])=[C:18]([Cl:24])[CH:17]=2)[C:11]([C:25]([CH2:26][CH2:27][O:30][CH3:29])=[O:28])=[CH:10][N:9]=1. Given the reactants [OH:1][CH2:2][C@@H:3]1[CH2:7][CH2:6][CH2:5][N:4]1[C:8]1[N:13]=[C:12]([NH:14][CH2:15][C:16]2[CH:21]=[CH:20][C:19]([O:22][CH3:23])=[C:18]([Cl:24])[CH:17]=2)[C:11]([C:25](=[O:28])[CH:26]=[CH2:27])=[CH:10][N:9]=1.[CH3:29][OH:30], predict the reaction product.